This data is from NCI-60 drug combinations with 297,098 pairs across 59 cell lines. The task is: Regression. Given two drug SMILES strings and cell line genomic features, predict the synergy score measuring deviation from expected non-interaction effect. (1) Drug 1: C1=CC(=CC=C1C#N)C(C2=CC=C(C=C2)C#N)N3C=NC=N3. Drug 2: CC1=C(C(=CC=C1)Cl)NC(=O)C2=CN=C(S2)NC3=CC(=NC(=N3)C)N4CCN(CC4)CCO. Cell line: LOX IMVI. Synergy scores: CSS=-7.41, Synergy_ZIP=3.07, Synergy_Bliss=1.62, Synergy_Loewe=-5.10, Synergy_HSA=-6.38. (2) Drug 1: C1CC(CNC1)C2=CC=C(C=C2)N3C=C4C=CC=C(C4=N3)C(=O)N. Drug 2: CC(C)(C#N)C1=CC=C(C=C1)N2C3=C4C=C(C=CC4=NC=C3N(C2=O)C)C5=CC6=CC=CC=C6N=C5. Cell line: NCIH23. Synergy scores: CSS=56.7, Synergy_ZIP=-3.41, Synergy_Bliss=-4.03, Synergy_Loewe=-2.01, Synergy_HSA=2.16.